Dataset: Full USPTO retrosynthesis dataset with 1.9M reactions from patents (1976-2016). Task: Predict the reactants needed to synthesize the given product. (1) Given the product [F:43][C:37]1[CH:38]=[C:39]([F:42])[CH:40]=[CH:41][C:36]=1[NH:35][C:32]1[CH:31]=[CH:30][C:29]([C:27]([C:25]2[CH:26]=[C:21](/[CH:5]=[CH:4]/[CH2:3][N:2]([CH3:1])[CH3:19])[CH:22]=[CH:23][C:24]=2[O:44][CH3:45])=[O:28])=[CH:34][CH:33]=1, predict the reactants needed to synthesize it. The reactants are: [CH3:1][N:2]([CH3:19])[CH2:3]/[CH:4]=[CH:5]/[Sn](CCCC)(CCCC)CCCC.Br[C:21]1[CH:22]=[CH:23][C:24]([O:44][CH3:45])=[C:25]([C:27]([C:29]2[CH:34]=[CH:33][C:32]([NH:35][C:36]3[CH:41]=[CH:40][C:39]([F:42])=[CH:38][C:37]=3[F:43])=[CH:31][CH:30]=2)=[O:28])[CH:26]=1.C1C=CC(P(C2C=CC=CC=2)C2C=CC=CC=2)=CC=1. (2) Given the product [CH3:22][N:23]1[CH:27]=[C:26]([CH2:28][C:29]2[C:30](=[O:36])[N:31]=[C:32]([S:35][CH2:2][C:3]3[CH:4]=[CH:5][C:6]([O:11][C:12]4[CH:17]=[CH:16][C:15]([C:18]([F:21])([F:20])[F:19])=[CH:14][N:13]=4)=[C:7]([CH:10]=3)[C:8]#[N:9])[NH:33][CH:34]=2)[CH:25]=[N:24]1, predict the reactants needed to synthesize it. The reactants are: Cl[CH2:2][C:3]1[CH:4]=[CH:5][C:6]([O:11][C:12]2[CH:17]=[CH:16][C:15]([C:18]([F:21])([F:20])[F:19])=[CH:14][N:13]=2)=[C:7]([CH:10]=1)[C:8]#[N:9].[CH3:22][N:23]1[CH:27]=[C:26]([CH2:28][C:29]2[C:30](=[O:36])[NH:31][C:32](=[S:35])[NH:33][CH:34]=2)[CH:25]=[N:24]1.CCN(C(C)C)C(C)C. (3) Given the product [CH3:9][CH2:12][CH2:13][CH2:14][CH2:1][CH2:2][O:47][C:46](/[N:11]=[C:9](\[NH2:10])/[C:12]1[CH:13]=[CH:14][C:15]([NH:18][CH2:19][C:20]2[N:24]([CH3:25])[C:23]3[CH:26]=[CH:27][C:28]([C:30]([N:32]([C:33]4[CH:38]=[CH:37][CH:36]=[CH:35][N:34]=4)[CH2:39][CH2:40][C:41]([O:43][CH2:44][CH3:45])=[O:42])=[O:31])=[CH:29][C:22]=3[N:21]=2)=[CH:16][CH:17]=1)=[O:49], predict the reactants needed to synthesize it. The reactants are: [C:1](#N)[CH3:2].S(O)(=O)(=O)C.[C:9]([C:12]1[CH:17]=[CH:16][C:15]([NH:18][CH2:19][C:20]2[N:24]([CH3:25])[C:23]3[CH:26]=[CH:27][C:28]([C:30]([N:32]([CH2:39][CH2:40][C:41]([O:43][CH2:44][CH3:45])=[O:42])[C:33]4[CH:38]=[CH:37][CH:36]=[CH:35][N:34]=4)=[O:31])=[CH:29][C:22]=3[N:21]=2)=[CH:14][CH:13]=1)(=[NH:11])[NH2:10].[C:46](=[O:49])([O-])[O-:47].[K+].[K+].O. (4) The reactants are: [CH3:1][O:2][C:3]1[CH:12]=[C:11]2[C:6]([CH2:7][CH2:8][NH:9][CH2:10]2)=[C:5]([C:13]2[CH:18]=[CH:17][CH:16]=[CH:15][CH:14]=2)[CH:4]=1.[CH:19]([O:22][C:23]1[CH:31]=[CH:30][C:29]([S:32]([CH3:35])(=[O:34])=[O:33])=[CH:28][C:24]=1[C:25](O)=[O:26])([CH3:21])[CH3:20]. Given the product [CH:19]([O:22][C:23]1[CH:31]=[CH:30][C:29]([S:32]([CH3:35])(=[O:34])=[O:33])=[CH:28][C:24]=1[C:25]([N:9]1[CH2:8][CH2:7][C:6]2[C:11](=[CH:12][C:3]([O:2][CH3:1])=[CH:4][C:5]=2[C:13]2[CH:18]=[CH:17][CH:16]=[CH:15][CH:14]=2)[CH2:10]1)=[O:26])([CH3:21])[CH3:20], predict the reactants needed to synthesize it. (5) The reactants are: [N+:1]([C:4]1[CH:5]=[C:6]([C:10]#[C:11][CH2:12][CH2:13][CH2:14][NH:15][C:16](=[O:22])[O:17][C:18]([CH3:21])([CH3:20])[CH3:19])[CH:7]=[N:8][CH:9]=1)([O-])=O. Given the product [NH2:1][C:4]1[CH:5]=[C:6]([CH2:10][CH2:11][CH2:12][CH2:13][CH2:14][NH:15][C:16](=[O:22])[O:17][C:18]([CH3:20])([CH3:19])[CH3:21])[CH:7]=[N:8][CH:9]=1, predict the reactants needed to synthesize it. (6) Given the product [CH3:1][O:2][C:3]1[CH:11]=[C:10]2[C:6]([C:7]([S:12][CH3:13])=[CH:8][NH:9]2)=[CH:5][CH:4]=1, predict the reactants needed to synthesize it. The reactants are: [CH3:1][O:2][C:3]1[CH:11]=[C:10]2[C:6]([C:7]([S:12][C:13]#N)=[CH:8][NH:9]2)=[CH:5][CH:4]=1.CI.[OH-].[K+].